This data is from Forward reaction prediction with 1.9M reactions from USPTO patents (1976-2016). The task is: Predict the product of the given reaction. Given the reactants [O:1]=[C:2]([CH2:6][CH2:7][C:8]([OH:10])=[O:9])[C:3]([OH:5])=[O:4].[H-].[Na+].[Na].Br[C@@H:15]1[CH2:20][C@@H:19]([CH3:21])[CH2:18][CH2:17][C@@H:16]1[CH:22]([CH3:24])[CH3:23], predict the reaction product. The product is: [CH:22]([C@H:16]1[CH2:17][CH2:18][C@H:19]([CH3:21])[CH2:20][C@@H:15]1[O:4][C:3](=[O:5])[C:2](=[O:1])[CH2:6][CH2:7][C:8]([OH:10])=[O:9])([CH3:24])[CH3:23].